This data is from Reaction yield outcomes from USPTO patents with 853,638 reactions. The task is: Predict the reaction yield, written as a fraction of the theoretical maximum amount of product (1.0 means a 100% yield; for example, 0.34 means a 34% yield). (1) The product is [F:1][C:2]1[CH:3]=[C:4]([C:20]2[C:21]([C:26]#[N:27])=[CH:22][CH:23]=[CH:24][CH:25]=2)[CH:5]=[CH:6][C:7]=1[CH2:8][C:9]1[C:14](=[O:15])[N:13]([C:35]2[CH:36]=[CH:37][C:32]([O:31][CH:28]([CH3:30])[CH3:29])=[CH:33][CH:34]=2)[C:12]([CH3:16])=[N:11][C:10]=1[CH2:17][CH2:18][CH3:19]. The reactants are [F:1][C:2]1[CH:3]=[C:4]([C:20]2[C:21]([C:26]#[N:27])=[CH:22][CH:23]=[CH:24][CH:25]=2)[CH:5]=[CH:6][C:7]=1[CH2:8][C:9]1[C:14](=[O:15])[NH:13][C:12]([CH3:16])=[N:11][C:10]=1[CH2:17][CH2:18][CH3:19].[CH:28]([O:31][C:32]1[CH:37]=[CH:36][C:35](B(O)O)=[CH:34][CH:33]=1)([CH3:30])[CH3:29].N1C=CC=CC=1.C(N(CC)CC)C. The yield is 0.420. The catalyst is C(OCC)(=O)C.C([O-])(=O)C.[Cu+2].C([O-])(=O)C.ClCCl. (2) The reactants are [CH3:1][O:2][C:3]1[CH:8]=[CH:7][C:6]([O:9][C:10](Cl)=[O:11])=[CH:5][CH:4]=1.[NH2:13][C:14]1[CH:15]=[C:16]([C:20]2[C:24]([Br:25])=[CH:23][N:22]([CH3:26])[N:21]=2)[CH:17]=[CH:18][CH:19]=1.C(N(CC)CC)C.CCOC(C)=O.CCCCCC. The product is [Br:25][C:24]1[C:20]([C:16]2[CH:15]=[C:14]([NH:13][C:10]([O:9][C:6]3[CH:7]=[CH:8][C:3]([O:2][CH3:1])=[CH:4][CH:5]=3)=[O:11])[CH:19]=[CH:18][CH:17]=2)=[N:21][N:22]([CH3:26])[CH:23]=1. The catalyst is C(Cl)Cl. The yield is 0.520. (3) The reactants are C[O:2][C:3](=O)[C:4]1[CH:9]=[CH:8][C:7]([NH:10][CH2:11][C:12]2[CH:17]=[CH:16][N:15]=[CH:14][C:13]=2[Cl:18])=[N:6][CH:5]=1.[AlH4-].[Li+].O.O.O.O.O.O.O.O.O.O.S([O-])([O-])(=O)=O.[Na+].[Na+]. The catalyst is O1CCCC1. The product is [Cl:18][C:13]1[CH:14]=[N:15][CH:16]=[CH:17][C:12]=1[CH2:11][NH:10][C:7]1[N:6]=[CH:5][C:4]([CH2:3][OH:2])=[CH:9][CH:8]=1. The yield is 0.560. (4) The reactants are ClC(Cl)(Cl)C(Cl)(Cl)Cl.[F:9][C:10]1[CH:11]=[CH:12][C:13]([NH:16][NH:17][C:18]([N:20]2[CH2:25][CH2:24][CH2:23][CH2:22][CH2:21]2)=O)=[N:14][CH:15]=1.C1(P(C2C=CC=CC=2)C2C=CC=CC=2)C=CC=CC=1.C(N(CC)CC)C. The catalyst is C1COCC1. The product is [F:9][C:10]1[CH:11]=[CH:12][C:13]2[N:14]([C:18]([N:20]3[CH2:25][CH2:24][CH2:23][CH2:22][CH2:21]3)=[N:17][N:16]=2)[CH:15]=1. The yield is 0.480.